Dataset: Reaction yield outcomes from USPTO patents with 853,638 reactions. Task: Predict the reaction yield, written as a fraction of the theoretical maximum amount of product (1.0 means a 100% yield; for example, 0.34 means a 34% yield). (1) The reactants are C(OC1C=CC2SC([NH:12][C:13]([C:15]3[O:16][C:17]4[C:22]([C:23](=[O:25])[CH:24]=3)=[CH:21][CH:20]=[CH:19][C:18]=4[N:26]3[CH2:31][CH2:30][N:29]([CH3:32])[CH2:28][CH2:27]3)=[O:14])=NC=2C=1)C.[O:34]1[CH2:39][CH2:38][N:37]([C:40]2[CH:46]=[CH:45][C:43](N)=[CH:42][CH:41]=2)[CH2:36][CH2:35]1.CN([C:50]([O:54]N1N=NC2C=CC=CC1=2)=[N+](C)C)C.[B-](F)(F)(F)F.[CH:69]1C=CC2N(O)N=NC=2C=1. The catalyst is CN(C=O)C. The product is [N:37]1([C:40]2[CH:46]=[CH:45][C:43]([NH:12][C:13]([C:15]3[O:16][C:17]4[C:22]([C:23](=[O:25])[CH:24]=3)=[CH:21][C:20]([O:54][CH3:50])=[CH:19][C:18]=4[N:26]3[CH2:31][CH2:69][CH2:30][N:29]([CH3:32])[CH2:28][CH2:27]3)=[O:14])=[CH:42][CH:41]=2)[CH2:38][CH2:39][O:34][CH2:35][CH2:36]1. The yield is 0.790. (2) The reactants are [Cl:1][C:2]1[C:7]([C:8]2[NH:9][CH:10]=[C:11]([C:13]3[N:14]([CH:19]([CH3:21])[CH3:20])[N:15]=[C:16]([CH3:18])[N:17]=3)[N:12]=2)=[CH:6][N:5]=[C:4]([O:22][CH3:23])[CH:3]=1.C1(=O)O[CH2:27][CH2:26][O:25]1. The catalyst is C1(C)C=CC=CC=1. The product is [Cl:1][C:2]1[CH:3]=[C:4]([O:22][CH3:23])[N:5]=[CH:6][C:7]=1[C:8]1[N:9]([CH2:27][CH2:26][OH:25])[CH:10]=[C:11]([C:13]2[N:14]([CH:19]([CH3:21])[CH3:20])[N:15]=[C:16]([CH3:18])[N:17]=2)[N:12]=1. The yield is 0.340. (3) The reactants are O.[S-2].[Na+].[Na+].[S].[CH2:6]([O:8][C:9]1[CH:14]=[CH:13][CH:12]=[CH:11][C:10]=1[C:15]1[CH:20]=[CH:19][C:18]([N+:21]([O-])=O)=[CH:17][C:16]=1[N+:24]([O-:26])=[O:25])[CH3:7].[Na+].[Cl-]. The yield is 0.950. The catalyst is O. The product is [CH2:6]([O:8][C:9]1[CH:14]=[CH:13][CH:12]=[CH:11][C:10]=1[C:15]1[CH:20]=[CH:19][C:18]([NH2:21])=[CH:17][C:16]=1[N+:24]([O-:26])=[O:25])[CH3:7]. (4) The reactants are CO.C([O:10][C:11]1[C:12]([CH3:32])=[C:13]([CH3:31])[C:14]([NH:18][C:19]([C:21]2[C:30]3[C:25](=[CH:26][CH:27]=[CH:28][CH:29]=3)[CH:24]=[CH:23][CH:22]=2)=[O:20])=[N:15][C:16]=1[CH3:17])C1C=CC=CC=1. The catalyst is [Pd]. The product is [OH:10][C:11]1[C:12]([CH3:32])=[C:13]([CH3:31])[C:14]([NH:18][C:19]([C:21]2[C:30]3[C:25](=[CH:26][CH:27]=[CH:28][CH:29]=3)[CH:24]=[CH:23][CH:22]=2)=[O:20])=[N:15][C:16]=1[CH3:17]. The yield is 0.990.